Dataset: Orexin1 receptor HTS with 218,158 compounds and 233 confirmed actives. Task: Binary Classification. Given a drug SMILES string, predict its activity (active/inactive) in a high-throughput screening assay against a specified biological target. (1) The drug is S(=O)(=O)(NCCC(=O)NC1CCCc2c1cccc2)c1cc2CCN(c2cc1)C(=O)C. The result is 0 (inactive). (2) The drug is Fc1c(C2N(CC3OCCC3)C(=O)C(O)=C2C(=O)c2occc2)cccc1. The result is 0 (inactive). (3) The result is 0 (inactive). The compound is [nH]1c(nc2c1cccc2)C(C(c1ccccc1)C)Cc1[nH]c2c(n1)cccc2. (4) The compound is S=c1n(CCCN(CC)c2ccccc2)c(=O)c2c([nH]1)nccc2. The result is 0 (inactive). (5) The molecule is S(C(c1ccccc1)C(=O)Nc1cc(OC)ccc1)c1sc(Nc2c(cccc2)C)nn1. The result is 0 (inactive). (6) The molecule is O1C(CCC1)CNC(=O)COC(=O)c1c(cc(cc1)C)C. The result is 0 (inactive). (7) The molecule is Clc1cc(S(=O)(=O)NCc2occc2)cnc1Cl. The result is 0 (inactive). (8) The molecule is s1c(N(CC)C(=O)C)nc(CSc2sc(NC(C)C)nn2)c1. The result is 0 (inactive). (9) The compound is OC(=O)c1c2CCC\C(c2nc2c1cccc2)=C/c1c([N+]([O-])=O)cccc1. The result is 0 (inactive). (10) The molecule is Clc1c(C(/Nc2sc3c(n2)ccc(OC)c3)=N\S(=O)(=O)c2sccc2)cccc1. The result is 0 (inactive).